From a dataset of Full USPTO retrosynthesis dataset with 1.9M reactions from patents (1976-2016). Predict the reactants needed to synthesize the given product. Given the product [Cl:1][C:2]1[C:14]2[CH2:15][CH2:16][N:17]([CH2:24][CH3:25])[CH2:18][CH2:19][N:12]3[C:13]=2[C:5]([CH:6]2[CH:11]3[CH2:10][CH2:9][CH2:8][CH2:7]2)=[CH:4][CH:3]=1, predict the reactants needed to synthesize it. The reactants are: [Cl:1][C:2]1[C:14]2[CH2:15][CH2:16][NH:17][CH2:18][CH2:19][N:12]3[C:13]=2[C:5]([C:6]2[CH2:7][CH2:8][CH2:9][CH2:10][C:11]=23)=[CH:4][CH:3]=1.C([BH3-])#N.[Na+].[C:24](O)(=O)[CH3:25].